This data is from Reaction yield outcomes from USPTO patents with 853,638 reactions. The task is: Predict the reaction yield, written as a fraction of the theoretical maximum amount of product (1.0 means a 100% yield; for example, 0.34 means a 34% yield). (1) The reactants are C([N:8]1[CH:21]=[C:20]([C:22]2[CH:27]=[CH:26][CH:25]=[C:24]([S:28]([CH2:31][CH3:32])(=[O:30])=[O:29])[CH:23]=2)[C:11]2[C:12]3[CH:18]=[C:17]([CH3:19])[CH:16]=[N:15][C:13]=3[NH:14][C:10]=2[C:9]1=[O:33])C1C=CC=CC=1. The catalyst is C(OC(=O)C)(=O)C. The product is [CH2:31]([S:28]([C:24]1[CH:23]=[C:22]([C:20]2[C:11]3[C:12]4[CH:18]=[C:17]([CH3:19])[CH:16]=[N:15][C:13]=4[NH:14][C:10]=3[C:9](=[O:33])[NH:8][CH:21]=2)[CH:27]=[CH:26][CH:25]=1)(=[O:29])=[O:30])[CH3:32]. The yield is 0.240. (2) The reactants are [CH2:1]([S:8][CH:9]([CH:38](OC)[O:39]C)[CH2:10][NH:11][C:12]([C:14]1[NH:15][C:16]2[C:21]([CH:22]=1)=[CH:20][C:19]([O:23][C:24]([F:27])([F:26])[F:25])=[CH:18][C:17]=2[N:28]([CH3:37])[S:29]([C:32]1[S:33][CH:34]=[CH:35][CH:36]=1)(=[O:31])=[O:30])=[O:13])[C:2]1[CH:7]=[CH:6][CH:5]=[CH:4][CH:3]=1.O. The catalyst is CC(C)=O. The product is [CH2:1]([S:8][CH:9]([CH:38]=[O:39])[CH2:10][NH:11][C:12]([C:14]1[NH:15][C:16]2[C:21]([CH:22]=1)=[CH:20][C:19]([O:23][C:24]([F:26])([F:27])[F:25])=[CH:18][C:17]=2[N:28]([CH3:37])[S:29]([C:32]1[S:33][CH:34]=[CH:35][CH:36]=1)(=[O:31])=[O:30])=[O:13])[C:2]1[CH:3]=[CH:4][CH:5]=[CH:6][CH:7]=1. The yield is 1.00. (3) The reactants are [CH3:1][CH:2]1[C:7](=[CH2:8])[C:6](=[O:9])[CH:5]=[C:4]([C:10]2[CH:15]=[CH:14][N:13]=[CH:12][C:11]=2[N+:16]([O-:18])=[O:17])[CH2:3]1.O.O.O.O.O.O.O.[Cl-].[Ce+3].[Cl-].[Cl-].[BH4-].[Na+]. The catalyst is CO. The product is [CH3:1][C@@H:2]1[C:7](=[CH2:8])[C@H:6]([OH:9])[CH:5]=[C:4]([C:10]2[CH:15]=[CH:14][N:13]=[CH:12][C:11]=2[N+:16]([O-:18])=[O:17])[CH2:3]1. The yield is 0.500. (4) The catalyst is [Cu](I)I.O1CCOCC1. The reactants are [CH3:1][N:2]([CH3:13])[C:3]1[CH:4]=[C:5]2[C:9](=[CH:10][CH:11]=1)[C:8](=[O:12])[NH:7][CH2:6]2.[Br:14][C:15]1[C:16]([CH3:36])=[C:17](NCC2C=C(C(C)(C)C)SC=2C(OC)=O)[CH:18]=[CH:19][CH:20]=1.[C:37](=[O:40])([O-])[O-:38].[Cs+].[Cs+].[CH3:43]NCCNC. The product is [C:37]([O:38][CH2:36][C:16]1[C:17]([N:7]2[CH2:6][C:5]3[C:9](=[CH:10][CH:11]=[C:3]([N:2]([CH3:13])[CH3:1])[CH:4]=3)[C:8]2=[O:12])=[CH:18][CH:19]=[CH:20][C:15]=1[Br:14])(=[O:40])[CH3:43]. The yield is 0.480. (5) The product is [C:1]([N:5]1[CH2:10][CH2:9][N:8]([C:11]2[C:16]([F:17])=[CH:15][C:14]([F:18])=[CH:13][C:12]=2[CH:19]2[N:23]([CH2:24][CH2:25][C:26]([CH3:28])([CH3:27])[CH3:29])[C:22](=[O:30])[C@H:21]([CH2:31][C:32](=[O:33])[N:50]3[CH2:51][CH2:52][CH:53]([N:56]4[C:64]5[CH:63]=[CH:62][CH:61]=[CH:35][C:36]=5[NH:58][C:57]4=[O:65])[CH2:54][CH2:55]3)[S:20]2)[CH2:7][CH2:6]1)([CH3:4])([CH3:3])[CH3:2]. The catalyst is CN(C=O)C.CCOC(C)=O. The reactants are [C:1]([N:5]1[CH2:10][CH2:9][N:8]([C:11]2[C:16]([F:17])=[CH:15][C:14]([F:18])=[CH:13][C:12]=2[CH:19]2[N:23]([CH2:24][CH2:25][C:26]([CH3:29])([CH3:28])[CH3:27])[C:22](=[O:30])[C@H:21]([CH2:31][C:32](O)=[O:33])[S:20]2)[CH2:7][CH2:6]1)([CH3:4])([CH3:3])[CH3:2].[CH2:35](Cl)[CH2:36]Cl.CCN(C(C)C)C(C)C.Cl.Cl.[NH:50]1[CH2:55][CH2:54][CH:53]([N:56]2[C:64]3C(=N[CH:61]=[CH:62][CH:63]=3)[NH:58][C:57]2=[O:65])[CH2:52][CH2:51]1. The yield is 0.150. (6) The reactants are [H-].[Na+].[C:3]1(=[O:10])[NH:8][C:7](=[O:9])[CH2:6][CH2:5][CH2:4]1.Br[CH2:12][CH2:13][O:14][C:15]1[CH:24]=[C:23]2[C:18]([C:19]([NH:25][C:26]3[CH:31]=[CH:30][C:29]([Cl:32])=[CH:28][C:27]=3[F:33])=[N:20][CH:21]=[N:22]2)=[CH:17][C:16]=1[O:34][CH3:35]. The catalyst is CN(C=O)C. The product is [Cl:32][C:29]1[CH:30]=[CH:31][C:26]([NH:25][C:19]2[C:18]3[C:23](=[CH:24][C:15]([O:14][CH2:13][CH2:12][N:8]4[C:7](=[O:9])[CH2:6][CH2:5][CH2:4][C:3]4=[O:10])=[C:16]([O:34][CH3:35])[CH:17]=3)[N:22]=[CH:21][N:20]=2)=[C:27]([F:33])[CH:28]=1. The yield is 0.550.